From a dataset of Reaction yield outcomes from USPTO patents with 853,638 reactions. Predict the reaction yield, written as a fraction of the theoretical maximum amount of product (1.0 means a 100% yield; for example, 0.34 means a 34% yield). (1) The reactants are F[C:2]1[CH:9]=[CH:8][C:5]([CH:6]=[O:7])=[CH:4][CH:3]=1.[N:10]1([C:17](=[O:19])[CH3:18])[CH2:16][CH2:15][CH2:14][NH:13][CH2:12][CH2:11]1.C([O-])([O-])=O.[K+].[K+]. The catalyst is CN(C=O)C.O. The product is [C:17]([N:10]1[CH2:16][CH2:15][CH2:14][N:13]([C:2]2[CH:9]=[CH:8][C:5]([CH:6]=[O:7])=[CH:4][CH:3]=2)[CH2:12][CH2:11]1)(=[O:19])[CH3:18]. The yield is 0.700. (2) The reactants are Cl.C(OC([N:9]1[CH2:14][CH2:13][N:12]([C:15](=[O:35])[C:16]2[CH:21]=[C:20]([CH2:22][O:23][C:24]3[CH:29]=[CH:28][C:27]([F:30])=[CH:26][C:25]=3[C:31](=[O:33])[NH2:32])[CH:19]=[CH:18][C:17]=2[F:34])[CH2:11][CH2:10]1)=O)(C)(C)C. The catalyst is C(O)C. The product is [F:30][C:27]1[CH:28]=[CH:29][C:24]([O:23][CH2:22][C:20]2[CH:19]=[CH:18][C:17]([F:34])=[C:16]([C:15]([N:12]3[CH2:11][CH2:10][NH:9][CH2:14][CH2:13]3)=[O:35])[CH:21]=2)=[C:25]([CH:26]=1)[C:31]([NH2:32])=[O:33]. The yield is 0.980.